Dataset: Forward reaction prediction with 1.9M reactions from USPTO patents (1976-2016). Task: Predict the product of the given reaction. Given the reactants CN.[CH:3]1[N:7]=[CH:6][N:5]([C:8]([N:10]2C=NC=[CH:11]2)=[O:9])[CH:4]=1, predict the reaction product. The product is: [CH3:11][NH:10][C:8]([N:5]1[CH:4]=[CH:3][N:7]=[CH:6]1)=[O:9].